This data is from Forward reaction prediction with 1.9M reactions from USPTO patents (1976-2016). The task is: Predict the product of the given reaction. (1) Given the reactants [H-].[Na+].[C:3](=[O:10])([O:7][CH2:8][CH3:9])OCC.[C:11]([C:14]1[CH:22]=[CH:21][CH:20]=[C:19]2[C:15]=1[C:16]1([C:36]3[C:27](=[CH:28][C:29]4[O:34][CH2:33][CH2:32][O:31][C:30]=4[CH:35]=3)[O:26][CH2:25]1)[C:17](=[O:24])[N:18]2[CH3:23])(=[O:13])[CH3:12].O, predict the reaction product. The product is: [CH3:23][N:18]1[C:19]2[C:15](=[C:14]([C:11](=[O:13])[CH2:12][C:3]([O:7][CH2:8][CH3:9])=[O:10])[CH:22]=[CH:21][CH:20]=2)[C:16]2([C:36]3[C:27](=[CH:28][C:29]4[O:34][CH2:33][CH2:32][O:31][C:30]=4[CH:35]=3)[O:26][CH2:25]2)[C:17]1=[O:24]. (2) Given the reactants C([N:4]1[C:12]2[C:7](=[CH:8][CH:9]=[CH:10][CH:11]=2)[C:6]([C:13]([O:15]C)=[O:14])=[N:5]1)(=O)C.[OH-].[Na+].O, predict the reaction product. The product is: [NH:4]1[C:12]2[C:7](=[CH:8][CH:9]=[CH:10][CH:11]=2)[C:6]([C:13]([OH:15])=[O:14])=[N:5]1. (3) Given the reactants [N:1]1[C:6]2[CH2:7][CH2:8][N:9]([CH2:11][CH2:12][CH2:13][CH2:14][O:15][C:16]3[CH:25]=[C:24]4[C:19]([CH2:20][CH2:21][C:22](=[O:26])[NH:23]4)=[CH:18][CH:17]=3)[CH2:10][C:5]=2[CH:4]=[N:3][CH:2]=1.[C:27]1(N2C3CCNCC=3C=N2)[CH:32]=[CH:31]C=[CH:29][CH:28]=1, predict the reaction product. The product is: [C:2]1([N:3]2[C:4]3[CH2:5][CH2:10][N:9]([CH2:11][CH2:12][CH2:13][CH2:14][O:15][C:16]4[CH:25]=[C:24]5[C:19]([CH2:20][CH2:21][C:22](=[O:26])[NH:23]5)=[CH:18][CH:17]=4)[CH2:8][C:7]=3[CH:6]=[N:1]2)[CH:31]=[CH:32][CH:27]=[CH:28][CH:29]=1. (4) Given the reactants [CH3:1][O:2][C:3]1[CH:4]=[C:5]([C:11]2[CH2:16][C:15]([CH3:18])([CH3:17])[C:14](=[O:19])[N:13]([CH:20]3[CH2:25][CH2:24][N:23]([C:26](=[O:43])[C@H:27]([NH:35]C(=O)OC(C)(C)C)[CH2:28][C:29]4[CH:34]=[CH:33][CH:32]=[CH:31][CH:30]=4)[CH2:22][CH2:21]3)[N:12]=2)[CH:6]=[CH:7][C:8]=1[O:9][CH3:10].FC(F)(F)C(O)=O.C(=O)(O)[O-].[Na+], predict the reaction product. The product is: [NH2:35][C@H:27]([CH2:28][C:29]1[CH:34]=[CH:33][CH:32]=[CH:31][CH:30]=1)[C:26]([N:23]1[CH2:22][CH2:21][CH:20]([N:13]2[C:14](=[O:19])[C:15]([CH3:18])([CH3:17])[CH2:16][C:11]([C:5]3[CH:6]=[CH:7][C:8]([O:9][CH3:10])=[C:3]([O:2][CH3:1])[CH:4]=3)=[N:12]2)[CH2:25][CH2:24]1)=[O:43]. (5) The product is: [CH3:31][C:27]1[N:28]=[CH:29][O:30][C:26]=1[C:24]([OH:25])=[O:23]. Given the reactants C(OC(=O)C(Cl)C(=O)C)C.C([O-])=O.[NH4+].C([O-])([O-])=O.[Na+].[Na+].C([O:23][C:24]([C:26]1[O:30][CH:29]=[N:28][C:27]=1[CH3:31])=[O:25])C.Cl, predict the reaction product. (6) Given the reactants [CH3:1][C:2]1[NH:6][N:5]=[C:4]([NH2:7])[CH:3]=1.Br[C:9]1[C:10](=[O:17])[N:11]([CH3:16])[CH:12]=[C:13]([Br:15])[CH:14]=1.C(=O)([O-])[O-].[Cs+].[Cs+].CC1(C)C2C(=C(P(C3C=CC=CC=3)C3C=CC=CC=3)C=CC=2)OC2C(P(C3C=CC=CC=3)C3C=CC=CC=3)=CC=CC1=2, predict the reaction product. The product is: [Br:15][C:13]1[CH:14]=[C:9]([NH:7][C:4]2[CH:3]=[C:2]([CH3:1])[NH:6][N:5]=2)[C:10](=[O:17])[N:11]([CH3:16])[CH:12]=1.